Dataset: Reaction yield outcomes from USPTO patents with 853,638 reactions. Task: Predict the reaction yield, written as a fraction of the theoretical maximum amount of product (1.0 means a 100% yield; for example, 0.34 means a 34% yield). The reactants are [C:1]([O:5][C:6](=[O:34])[N:7]([CH2:9][C:10]1[CH:11]=[N:12][CH:13]=[C:14]([C:17]2[CH:18]=[C:19]3[C:23](=[CH:24][CH:25]=2)[N:22]([CH:26]2[CH2:31][CH2:30][CH2:29][CH2:28][O:27]2)[N:21]=[C:20]3[CH:32]=O)[C:15]=1[CH3:16])[CH3:8])([CH3:4])([CH3:3])[CH3:2].Cl.NO.C([N:40](CC)CC)C.ClC(Cl)(Cl)C(Cl)=O. The catalyst is C(#N)C. The product is [C:1]([O:5][C:6](=[O:34])[N:7]([CH2:9][C:10]1[CH:11]=[N:12][CH:13]=[C:14]([C:17]2[CH:18]=[C:19]3[C:23](=[CH:24][CH:25]=2)[N:22]([CH:26]2[CH2:31][CH2:30][CH2:29][CH2:28][O:27]2)[N:21]=[C:20]3[C:32]#[N:40])[C:15]=1[CH3:16])[CH3:8])([CH3:2])([CH3:3])[CH3:4]. The yield is 0.940.